This data is from Catalyst prediction with 721,799 reactions and 888 catalyst types from USPTO. The task is: Predict which catalyst facilitates the given reaction. (1) Reactant: [Br:1][C:2]1[CH:7]=[CH:6][C:5](I)=[CH:4][CH:3]=1.C([Li])CCC.[F:14][C:15]([F:27])([C:21]1[CH:26]=[CH:25][CH:24]=[CH:23][N:22]=1)[C:16](OCC)=[O:17]. Product: [Br:1][C:2]1[CH:7]=[CH:6][C:5]([C:16](=[O:17])[C:15]([F:27])([F:14])[C:21]2[CH:26]=[CH:25][CH:24]=[CH:23][N:22]=2)=[CH:4][CH:3]=1. The catalyst class is: 27. (2) Reactant: [CH3:1][O:2][C:3]1[CH:10]=[CH:9][C:6]([CH2:7][NH2:8])=[CH:5][CH:4]=1.C(O)C.[CH3:14][C@:15]1([CH2:18][O:19][C:20]2[CH:21]=[C:22]([C:26]3[C:30]4[S:31][CH:32]=[CH:33][C:29]=4[O:28][N:27]=3)[CH:23]=[CH:24][CH:25]=2)[CH2:17][O:16]1.C(OCC)(=O)C. Product: [CH3:1][O:2][C:3]1[CH:10]=[CH:9][C:6]([CH2:7][NH:8][CH2:14][C@@:15]([CH3:17])([OH:16])[CH2:18][O:19][C:20]2[CH:25]=[CH:24][CH:23]=[C:22]([C:26]3[C:30]4[S:31][CH:32]=[CH:33][C:29]=4[O:28][N:27]=3)[CH:21]=2)=[CH:5][CH:4]=1. The catalyst class is: 138. (3) Reactant: [C:1]1([CH:7]([C:13]([O:15]CC)=O)[C:8]([O:10]CC)=O)[CH:6]=[CH:5][CH:4]=[CH:3][CH:2]=1.S(O)(O)(=O)=O.[NH2:23][C:24]1[NH:25][CH:26]=[CH:27][N:28]=1.C1CCN2C(=NCCC2)CC1. Product: [C:1]1([C:7]2[C:8]([OH:10])=[N:23][C:24]3[N:25]([CH:26]=[CH:27][N:28]=3)[C:13]=2[OH:15])[CH:2]=[CH:3][CH:4]=[CH:5][CH:6]=1. The catalyst class is: 3.